This data is from NCI-60 drug combinations with 297,098 pairs across 59 cell lines. The task is: Regression. Given two drug SMILES strings and cell line genomic features, predict the synergy score measuring deviation from expected non-interaction effect. Drug 1: CC1=CC2C(CCC3(C2CCC3(C(=O)C)OC(=O)C)C)C4(C1=CC(=O)CC4)C. Drug 2: CC(C)CN1C=NC2=C1C3=CC=CC=C3N=C2N. Cell line: KM12. Synergy scores: CSS=0.530, Synergy_ZIP=2.13, Synergy_Bliss=-0.0114, Synergy_Loewe=-2.37, Synergy_HSA=-3.22.